Dataset: Reaction yield outcomes from USPTO patents with 853,638 reactions. Task: Predict the reaction yield, written as a fraction of the theoretical maximum amount of product (1.0 means a 100% yield; for example, 0.34 means a 34% yield). (1) The reactants are C([O:8][C:9]1[C:14](=[O:15])[N:13]=[C:12]([CH2:16][C:17]2[CH:22]=[CH:21][CH:20]=[CH:19][C:18]=2[C:23]2[CH:28]=[CH:27][N:26]=[CH:25][CH:24]=2)[N:11]2[CH2:29][CH2:30][N:31]([CH:34]([CH3:36])[CH3:35])[C:32](=[O:33])[C:10]=12)C1C=CC=CC=1.ClC1C(Cl)=CC=CC=1CC1N2CCN(C(C)C)C(=O)C2=C(O)C(=O)N=1. No catalyst specified. The product is [OH:8][C:9]1[C:14](=[O:15])[N:13]=[C:12]([CH2:16][C:17]2[CH:22]=[CH:21][CH:20]=[CH:19][C:18]=2[C:23]2[CH:24]=[CH:25][N:26]=[CH:27][CH:28]=2)[N:11]2[CH2:29][CH2:30][N:31]([CH:34]([CH3:36])[CH3:35])[C:32](=[O:33])[C:10]=12. The yield is 0.148. (2) The reactants are S(Cl)(Cl)=O.[Br:5][C:6]1[C:15]2[C:10](=[CH:11][CH:12]=[CH:13][CH:14]=2)[C:9]([C:16](=[O:32])[CH2:17][C:18]([C:24]2[CH:29]=[C:28]([Cl:30])[CH:27]=[C:26]([Cl:31])[CH:25]=2)(O)[C:19]([F:22])([F:21])[F:20])=[CH:8][CH:7]=1.Cl. The catalyst is C1(C)C=CC=CC=1. The product is [Br:5][C:6]1[C:15]2[C:10](=[CH:11][CH:12]=[CH:13][CH:14]=2)[C:9]([C:16](=[O:32])[CH:17]=[C:18]([C:24]2[CH:25]=[C:26]([Cl:31])[CH:27]=[C:28]([Cl:30])[CH:29]=2)[C:19]([F:21])([F:22])[F:20])=[CH:8][CH:7]=1. The yield is 0.950. (3) The reactants are [Br:1][C:2]1[CH:8]=[C:7]([CH2:9][CH3:10])[C:5]([NH2:6])=[C:4]([CH2:11][CH3:12])[CH:3]=1.N1C=CC=CC=1.[C:19](Cl)(=[O:26])[C:20]1[CH:25]=[CH:24][CH:23]=[CH:22][CH:21]=1. The catalyst is ClCCl. The product is [Br:1][C:2]1[CH:8]=[C:7]([CH2:9][CH3:10])[C:5]([NH:6][C:19](=[O:26])[C:20]2[CH:25]=[CH:24][CH:23]=[CH:22][CH:21]=2)=[C:4]([CH2:11][CH3:12])[CH:3]=1. The yield is 0.960. (4) The reactants are [C:1]([C:3]1[C:4]([CH2:17][C:18]2[CH:23]=[CH:22][C:21]([Cl:24])=[C:20]([Cl:25])[CH:19]=2)=[C:5]([C:14](O)=[O:15])[S:6][C:7]=1[N:8]1[CH2:13][CH2:12][O:11][CH2:10][CH2:9]1)#[N:2].[CH3:26][S:27]([NH2:30])(=[O:29])=[O:28].Cl.CN(C)CCCN=C=NCC. The catalyst is C(Cl)Cl.Cl.O. The product is [C:1]([C:3]1[C:4]([CH2:17][C:18]2[CH:23]=[CH:22][C:21]([Cl:24])=[C:20]([Cl:25])[CH:19]=2)=[C:5]([C:14]([NH:30][S:27]([CH3:26])(=[O:29])=[O:28])=[O:15])[S:6][C:7]=1[N:8]1[CH2:13][CH2:12][O:11][CH2:10][CH2:9]1)#[N:2]. The yield is 0.200.